Task: Regression. Given two drug SMILES strings and cell line genomic features, predict the synergy score measuring deviation from expected non-interaction effect.. Dataset: NCI-60 drug combinations with 297,098 pairs across 59 cell lines Cell line: KM12. Drug 1: CNC(=O)C1=CC=CC=C1SC2=CC3=C(C=C2)C(=NN3)C=CC4=CC=CC=N4. Synergy scores: CSS=10.1, Synergy_ZIP=-7.11, Synergy_Bliss=-7.18, Synergy_Loewe=-2.24, Synergy_HSA=-4.63. Drug 2: C1=CN(C=N1)CC(O)(P(=O)(O)O)P(=O)(O)O.